The task is: Predict the reactants needed to synthesize the given product.. This data is from Full USPTO retrosynthesis dataset with 1.9M reactions from patents (1976-2016). (1) Given the product [Br:12][C:9]1[C:8]([F:13])=[CH:7][C:3]([C:4]([C:21](=[CH:20][N:19]([CH3:27])[CH3:18])[C:22]([O:24][CH2:25][CH3:26])=[O:23])=[O:6])=[C:2]([F:1])[C:10]=1[CH3:11], predict the reactants needed to synthesize it. The reactants are: [F:1][C:2]1[C:10]([CH3:11])=[C:9]([Br:12])[C:8]([F:13])=[CH:7][C:3]=1[C:4]([OH:6])=O.S(Cl)(Cl)=O.[CH3:18][N:19]([CH3:27])[CH:20]=[CH:21][C:22]([O:24][CH2:25][CH3:26])=[O:23].C(N(CC)CC)C. (2) Given the product [CH3:1][O:2][CH2:3][C:4]1[CH:5]=[CH:6][C:7]([NH2:11])=[N:8][C:9]=1[CH3:10], predict the reactants needed to synthesize it. The reactants are: [CH3:1][O:2][CH2:3][C:4]1[CH:5]=[CH:6][C:7]([NH:11]C(=O)C(C)(C)C)=[N:8][C:9]=1[CH3:10].[OH-].[Na+]. (3) The reactants are: Br[C:2]1[CH:7]=[CH:6][CH:5]=[CH:4][N:3]=1.[C:8]([C:10]1[CH:15]=[CH:14][C:13](B(O)O)=[CH:12][CH:11]=1)#[N:9]. Given the product [N:3]1[CH:4]=[CH:5][CH:6]=[CH:7][C:2]=1[C:13]1[CH:14]=[CH:15][C:10]([C:8]#[N:9])=[CH:11][CH:12]=1, predict the reactants needed to synthesize it. (4) The reactants are: [Cl:1][C:2]1[N:7]=[C:6]([C:8]([OH:10])=O)[C:5]([CH3:11])=[CH:4][C:3]=1[C:12]1[CH:17]=[CH:16][CH:15]=[C:14]([C:18]([F:21])([F:20])[F:19])[CH:13]=1.COC(C1C(C)=CC(C2C=CC=C(C(F)(F)F)C=2)=C(Cl)N=1)=O.CC1C(C(O)=O)=NC=C(C2C=CC=C(C(F)(F)F)C=2)C=1.[N:64]1([CH:69]2[CH2:74][CH2:73][NH:72][CH2:71][CH2:70]2)[CH2:68][CH2:67][CH2:66][CH2:65]1. Given the product [Cl:1][C:2]1[N:7]=[C:6]([C:8]([N:72]2[CH2:73][CH2:74][CH:69]([N:64]3[CH2:68][CH2:67][CH2:66][CH2:65]3)[CH2:70][CH2:71]2)=[O:10])[C:5]([CH3:11])=[CH:4][C:3]=1[C:12]1[CH:17]=[CH:16][CH:15]=[C:14]([C:18]([F:21])([F:20])[F:19])[CH:13]=1, predict the reactants needed to synthesize it. (5) Given the product [CH3:12][CH:13]([N:9]1[CH2:8][CH2:7][CH:6]([C:4]([OH:3])=[O:5])[CH2:11][CH2:10]1)[CH3:15], predict the reactants needed to synthesize it. The reactants are: C([O:3][C:4]([CH:6]1[CH2:11][CH2:10][NH:9][CH2:8][CH2:7]1)=[O:5])C.[CH3:12][C:13]([CH3:15])=O.C([BH3-])#N.[Na+].Cl. (6) Given the product [ClH:43].[C:1]([N:4]1[C@@H:10]([CH3:11])[C@H:9]([NH:12][C:13](=[O:25])[C@@H:14]([NH:16][CH3:17])[CH3:15])[C:8](=[O:26])[N:7]([CH2:27][C:28]2[CH:33]=[C:32]([Br:34])[CH:31]=[CH:30][C:29]=2[O:35][CH3:36])[C:6]2[CH:37]=[CH:38][C:39]([C:41]#[N:42])=[CH:40][C:5]1=2)(=[O:3])[CH3:2], predict the reactants needed to synthesize it. The reactants are: [C:1]([N:4]1[C@@H:10]([CH3:11])[C@H:9]([NH:12][C:13](=[O:25])[C@@H:14]([N:16](C)[C:17](=O)OC(C)(C)C)[CH3:15])[C:8](=[O:26])[N:7]([CH2:27][C:28]2[CH:33]=[C:32]([Br:34])[CH:31]=[CH:30][C:29]=2[O:35][CH3:36])[C:6]2[CH:37]=[CH:38][C:39]([C:41]#[N:42])=[CH:40][C:5]1=2)(=[O:3])[CH3:2].[ClH:43]. (7) Given the product [Br:12][C:7]1[CH:6]=[C:5]([OH:8])[C:4](=[CH:3][C:2]=1[CH3:1])[OH:10], predict the reactants needed to synthesize it. The reactants are: [CH3:1][C:2]1[CH:7]=[CH:6][C:5]([O:8]C)=[C:4]([O:10]C)[CH:3]=1.[Br:12]Br.[OH-].[Na+]. (8) Given the product [NH2:8][CH2:7][C:6]1[CH:13]=[C:2]([Cl:1])[CH:3]=[CH:4][C:5]=1[OH:14], predict the reactants needed to synthesize it. The reactants are: [Cl:1][C:2]1[CH:3]=[CH:4][C:5]([OH:14])=[C:6]([CH:13]=1)[CH2:7][NH:8]C(=O)CCl.[OH-].[Na+]. (9) Given the product [Br:1][C:2]1[CH:7]=[C:6]([C:8]([F:17])([C:9]([F:10])([F:11])[F:12])[C:13]([F:14])([F:15])[F:16])[CH:5]=[C:4]([Br:18])[C:3]=1[N:19]([CH3:39])[C:20]([C:22]1[C:23]([O:37][CH3:38])=[C:24]([N:28]([CH3:43])[C:29]([C:31]2[CH:32]=[CH:33][N:34]=[CH:35][CH:36]=2)=[O:30])[CH:25]=[CH:26][CH:27]=1)=[O:21], predict the reactants needed to synthesize it. The reactants are: [Br:1][C:2]1[CH:7]=[C:6]([C:8]([F:17])([C:13]([F:16])([F:15])[F:14])[C:9]([F:12])([F:11])[F:10])[CH:5]=[C:4]([Br:18])[C:3]=1[N:19]([CH3:39])[C:20]([C:22]1[C:23]([O:37][CH3:38])=[C:24]([NH:28][C:29]([C:31]2[CH:36]=[CH:35][N:34]=[CH:33][CH:32]=2)=[O:30])[CH:25]=[CH:26][CH:27]=1)=[O:21].[H-].[Na+].I[CH3:43]. (10) Given the product [CH3:3][N:4]1[C:8]2[CH:9]=[CH:10][C:11]([O:13][CH2:15][C:16]([OH:18])=[O:17])=[CH:12][C:7]=2[N:6]=[CH:5]1, predict the reactants needed to synthesize it. The reactants are: [H-].[Na+].[CH3:3][N:4]1[C:8]2[CH:9]=[CH:10][C:11]([OH:13])=[CH:12][C:7]=2[N:6]=[CH:5]1.Br[CH2:15][C:16]([O:18]CC)=[O:17].O.